Dataset: Forward reaction prediction with 1.9M reactions from USPTO patents (1976-2016). Task: Predict the product of the given reaction. (1) Given the reactants Cl.[CH:2]1([CH2:5][O:6][C:7]2[CH:15]=[CH:14][C:10]3[O:11][CH2:12][O:13][C:9]=3[C:8]=2[C:16]2[C:17]3[NH:24][C:23]([CH3:25])=[C:22]([C:26]([NH:28][CH:29]4[CH2:34][CH2:33][NH:32][CH2:31][CH2:30]4)=[O:27])[C:18]=3[N:19]=[CH:20][N:21]=2)[CH2:4][CH2:3]1.C([O:38][C@@H:39]([CH3:43])[C:40](Cl)=[O:41])(=O)C, predict the reaction product. The product is: [CH:2]1([CH2:5][O:6][C:7]2[CH:15]=[CH:14][C:10]3[O:11][CH2:12][O:13][C:9]=3[C:8]=2[C:16]2[C:17]3[NH:24][C:23]([CH3:25])=[C:22]([C:26]([NH:28][CH:29]4[CH2:30][CH2:31][N:32]([C:40](=[O:41])[C@@H:39]([OH:38])[CH3:43])[CH2:33][CH2:34]4)=[O:27])[C:18]=3[N:19]=[CH:20][N:21]=2)[CH2:4][CH2:3]1. (2) Given the reactants [CH2:1]([N:8]1[CH2:16][CH:15]2[CH:10]([C:11](=O)[NH:12][CH2:13][CH2:14]2)[CH2:9]1)[C:2]1[CH:7]=[CH:6][CH:5]=[CH:4][CH:3]=1.[H-].[H-].[H-].[H-].[Li+].[Al+3], predict the reaction product. The product is: [CH2:1]([N:8]1[CH2:16][CH:15]2[CH:10]([CH2:11][NH:12][CH2:13][CH2:14]2)[CH2:9]1)[C:2]1[CH:7]=[CH:6][CH:5]=[CH:4][CH:3]=1.